This data is from Forward reaction prediction with 1.9M reactions from USPTO patents (1976-2016). The task is: Predict the product of the given reaction. (1) Given the reactants [Cl:1][C:2]1[CH:8]=[CH:7][C:5]([NH2:6])=[CH:4][CH:3]=1.C([O:11][C:12](=[O:19])[CH:13](CC)[C:14]([CH3:16])=O)C, predict the reaction product. The product is: [Cl:1][C:2]1[CH:8]=[C:7]2[C:5](=[CH:4][CH:3]=1)[NH:6][C:13]([C:12]([OH:19])=[O:11])=[C:14]2[CH3:16]. (2) The product is: [OH:1][CH:2]1[CH2:7][CH2:6][CH:5]([NH:8][C:9]2[C:10]3[N:11]([CH:17]=[CH:18][CH:19]=3)[N:12]=[CH:13][C:14]=2[C:15]([NH2:16])=[O:20])[CH2:4][CH2:3]1. Given the reactants [OH:1][CH:2]1[CH2:7][CH2:6][CH:5]([NH:8][C:9]2[C:10]3[N:11]([CH:17]=[CH:18][CH:19]=3)[N:12]=[CH:13][C:14]=2[C:15]#[N:16])[CH2:4][CH2:3]1.[OH-:20].[NH4+].OO, predict the reaction product. (3) Given the reactants [CH2:1]([O:8][N:9]1[C:15](=[O:16])[N:14]2[CH2:17][C@H:10]1[CH2:11][CH2:12][C@H:13]2[C:18]([OH:20])=O)[C:2]1[CH:7]=[CH:6][CH:5]=[CH:4][CH:3]=1.[CH:21]1([C:25]([NH:27][NH2:28])=[O:26])[CH2:24][CH2:23][CH2:22]1.ON1C2C=CC=CC=2N=N1.Cl.C(N=C=NCCCN(C)C)C, predict the reaction product. The product is: [CH2:1]([O:8][N:9]1[C:15](=[O:16])[N:14]2[CH2:17][C@H:10]1[CH2:11][CH2:12][C@H:13]2[C:18]([NH:28][NH:27][C:25]([CH:21]1[CH2:24][CH2:23][CH2:22]1)=[O:26])=[O:20])[C:2]1[CH:3]=[CH:4][CH:5]=[CH:6][CH:7]=1. (4) Given the reactants I[C:2]1[C:10]2[C:5](=[CH:6][CH:7]=[C:8]([C:11]3[O:12][C:13]([CH2:16][CH:17]([CH3:19])[CH3:18])=[N:14][N:15]=3)[CH:9]=2)[N:4]([S:20]([C:23]2[CH:29]=[CH:28][C:26]([CH3:27])=[CH:25][CH:24]=2)(=[O:22])=[O:21])[CH:3]=1.[B:30]1([B:30]2[O:34][C:33]([CH3:36])([CH3:35])[C:32]([CH3:38])([CH3:37])[O:31]2)[O:34][C:33]([CH3:36])([CH3:35])[C:32]([CH3:38])([CH3:37])[O:31]1.C([O-])(=O)C.[K+].C(Cl)Cl, predict the reaction product. The product is: [CH2:16]([C:13]1[O:12][C:11]([C:8]2[CH:9]=[C:10]3[C:5](=[CH:6][CH:7]=2)[N:4]([S:20]([C:23]2[CH:24]=[CH:25][C:26]([CH3:27])=[CH:28][CH:29]=2)(=[O:22])=[O:21])[CH:3]=[C:2]3[B:30]2[O:34][C:33]([CH3:36])([CH3:35])[C:32]([CH3:38])([CH3:37])[O:31]2)=[N:15][N:14]=1)[CH:17]([CH3:18])[CH3:19]. (5) Given the reactants [CH3:1][S:2]([C:5]1[CH:10]=[CH:9][C:8]([O:11][C:12]2[CH:17]=[CH:16][C:15]([CH2:18][CH3:19])=[CH:14][C:13]=2[O:20][CH3:21])=[CH:7][CH:6]=1)(=[O:4])=[O:3].[Li]C(CC)C.C([N:34]1[CH2:38][CH2:37][CH2:36][C:35]1=O)(OC(C)(C)C)=O, predict the reaction product. The product is: [CH2:18]([C:15]1[CH:16]=[CH:17][C:12]([O:11][C:8]2[CH:7]=[CH:6][C:5]([S:2](/[CH:1]=[C:35]3/[NH:34][CH2:38][CH2:37][CH2:36]/3)(=[O:3])=[O:4])=[CH:10][CH:9]=2)=[C:13]([O:20][CH3:21])[CH:14]=1)[CH3:19]. (6) Given the reactants [F:1][C:2]1[C:7]2[C:8]([C:18](=[O:21])[NH:19][CH3:20])=[C:9]([C:11]3[CH:16]=[CH:15][C:14]([F:17])=[CH:13][CH:12]=3)[O:10][C:6]=2[CH:5]=[CH:4][C:3]=1[C:22]1[CH:23]=[C:24]([CH:28]=[CH:29][C:30]=1[CH3:31])[C:25](O)=[O:26].[CH3:32][C:33]1[CH:34]=[N:35][C:36]([C:39]2([NH2:42])[CH2:41][CH2:40]2)=[N:37][CH:38]=1.C(N(CC)CC)C, predict the reaction product. The product is: [F:1][C:2]1[C:7]2[C:8]([C:18]([NH:19][CH3:20])=[O:21])=[C:9]([C:11]3[CH:16]=[CH:15][C:14]([F:17])=[CH:13][CH:12]=3)[O:10][C:6]=2[CH:5]=[CH:4][C:3]=1[C:22]1[CH:23]=[C:24]([C:25](=[O:26])[NH:42][C:39]2([C:36]3[N:35]=[CH:34][C:33]([CH3:32])=[CH:38][N:37]=3)[CH2:40][CH2:41]2)[CH:28]=[CH:29][C:30]=1[CH3:31].